This data is from Full USPTO retrosynthesis dataset with 1.9M reactions from patents (1976-2016). The task is: Predict the reactants needed to synthesize the given product. Given the product [OH:1][C@@H:2]1[CH2:6][CH2:5][N:4]([C:7]2[C:26]([C:27]3[NH:28][C:29]([CH3:32])=[CH:30][N:31]=3)=[CH:25][C:10]([C:11]([NH:13][C:14]3[CH:19]=[CH:18][C:17]([O:20][C:21]([F:24])([F:22])[F:23])=[CH:16][CH:15]=3)=[O:12])=[CH:9][N:8]=2)[CH2:3]1, predict the reactants needed to synthesize it. The reactants are: [OH:1][C@@H:2]1[CH2:6][CH2:5][N:4]([C:7]2[C:26]([C:27]3[N:28](CC4C=CC(OC)=CC=4)[C:29]([CH3:32])=[CH:30][N:31]=3)=[CH:25][C:10]([C:11]([NH:13][C:14]3[CH:19]=[CH:18][C:17]([O:20][C:21]([F:24])([F:23])[F:22])=[CH:16][CH:15]=3)=[O:12])=[CH:9][N:8]=2)[CH2:3]1.C([O-])=O.[NH4+].